The task is: Predict the product of the given reaction.. This data is from Forward reaction prediction with 1.9M reactions from USPTO patents (1976-2016). (1) Given the reactants [CH3:1][O:2][C:3]1[CH:4]=[C:5]([CH:8]=[CH:9][C:10]=1[O:11][CH3:12])[CH:6]=O.[CH2:13]([O:15][C:16](=[O:23])[CH2:17][C:18]([O:20][CH2:21][CH3:22])=[O:19])[CH3:14].C(O)(=O)C.N1CCCCC1, predict the reaction product. The product is: [CH2:13]([O:15][C:16](=[O:23])[C:17](=[CH:6][C:5]1[CH:8]=[CH:9][C:10]([O:11][CH3:12])=[C:3]([O:2][CH3:1])[CH:4]=1)[C:18]([O:20][CH2:21][CH3:22])=[O:19])[CH3:14]. (2) Given the reactants [CH3:1][CH:2]1[CH2:4][NH:3]1.C(N(CC)CC)C.[CH2:12]([O:14][P:15](Cl)([O:17][CH2:18][CH3:19])=[O:16])[CH3:13].ClCCl.CO.[NH4+].[OH-].C(Cl)(Cl)Cl.CO.[NH4+].[OH-].[O-][Mn](=O)(=O)=O.[K+], predict the reaction product. The product is: [CH3:1][CH:2]1[CH2:4][N:3]1[P:15](=[O:16])([O:17][CH2:18][CH3:19])[O:14][CH2:12][CH3:13]. (3) Given the reactants [F:1][C:2]1[CH:3]=[C:4]([S:9]([N:12]2[CH2:17][CH2:16][C:15]3=[N:18][NH:19][C:20]([NH2:21])=[C:14]3[CH2:13]2)(=[O:11])=[O:10])[CH:5]=[C:6]([F:8])[CH:7]=1.[F:22][C:23]([F:34])([F:33])[C:24](O[C:24](=[O:25])[C:23]([F:34])([F:33])[F:22])=[O:25], predict the reaction product. The product is: [F:8][C:6]1[CH:5]=[C:4]([S:9]([N:12]2[CH2:17][CH2:16][C:15]3=[N:18][NH:19][C:20]([NH:21][C:24](=[O:25])[C:23]([F:34])([F:33])[F:22])=[C:14]3[CH2:13]2)(=[O:11])=[O:10])[CH:3]=[C:2]([F:1])[CH:7]=1. (4) Given the reactants Cl[C:2]1[C:3]([CH2:26][NH:27][C:28]2[CH:33]=[CH:32][C:31]([C:34]3[CH:39]=[CH:38][C:37]([Cl:40])=[CH:36][CH:35]=3)=[C:30]([Cl:41])[CH:29]=2)=[C:4]([C:12]2[CH:13]=[CH:14][C:15]([C:18]([NH:20][CH2:21][CH2:22][C:23]([OH:25])=[O:24])=[O:19])=[N:16][CH:17]=2)[CH:5]=[C:6]([C:8]([F:11])([F:10])[F:9])[CH:7]=1.[Cl:42]C1C=CC(C2C=CC(N)=CC=2)=C(C)C=1, predict the reaction product. The product is: [Cl:42][C:7]1[C:6]([C:8]([F:9])([F:11])[F:10])=[CH:5][C:4]([C:12]2[CH:13]=[CH:14][C:15]([C:18]([NH:20][CH2:21][CH2:22][C:23]([OH:25])=[O:24])=[O:19])=[N:16][CH:17]=2)=[C:3]([CH2:26][NH:27][C:28]2[CH:33]=[CH:32][C:31]([C:34]3[CH:39]=[CH:38][C:37]([Cl:40])=[CH:36][CH:35]=3)=[C:30]([Cl:41])[CH:29]=2)[CH:2]=1. (5) Given the reactants C([C:5]1[CH:10]=[CH:9][C:8](C)=[C:7]([OH:12])[C:6]=1[CH2:13][CH2:14][CH2:15][CH3:16])CCC.[C:17](O)(=[O:20])[CH:18]=[CH2:19].[Cl-].C[NH+](C)C, predict the reaction product. The product is: [CH:16]1[CH:15]=[C:14]([CH2:13][C:6]2[C:7]([OH:12])=[CH:8][CH:9]=[CH:10][CH:5]=2)[C:17]([OH:20])=[CH:18][CH:19]=1. (6) The product is: [Cl:32][C:29]1[CH:28]=[CH:27][C:26]([CH:9]2[C:8]3[NH:4][C:5]([CH3:34])=[N:6][C:7]=3[C:11](=[O:12])[N:10]2[C:13]2[CH:14]=[C:15]([CH3:25])[C:16]3[N:17]([C:19]([CH:22]([F:24])[F:23])=[N:20][N:21]=3)[CH:18]=2)=[CH:31][CH:30]=1. Given the reactants C([N:4]1[C:8]2[CH:9]([C:26]3[CH:31]=[CH:30][C:29]([Cl:32])=[CH:28][CH:27]=3)[N:10]([C:13]3[CH:14]=[C:15]([CH3:25])[C:16]4[N:17]([C:19]([CH:22]([F:24])[F:23])=[N:20][N:21]=4)[CH:18]=3)[C:11](=[O:12])[C:7]=2[N:6]=[C:5]1Br)C=C.[CH3:34]OB1OB(OC)OB(OC)O1, predict the reaction product.